This data is from Catalyst prediction with 721,799 reactions and 888 catalyst types from USPTO. The task is: Predict which catalyst facilitates the given reaction. (1) Reactant: C(OC(=O)[NH:7][CH2:8][C:9]1[CH:14]=[C:13]([CH2:15][N:16]([CH2:19][CH3:20])[CH2:17][CH3:18])[CH:12]=[C:11]([Cl:21])[C:10]=1[F:22])(C)(C)C.Cl. Product: [NH2:7][CH2:8][C:9]1[CH:14]=[C:13]([CH:12]=[C:11]([Cl:21])[C:10]=1[F:22])[CH2:15][N:16]([CH2:19][CH3:20])[CH2:17][CH3:18]. The catalyst class is: 71. (2) Reactant: C(=O)([O-])[O-].[K+].[K+].[Cl:7][C:8]1[C:15]([OH:16])=[CH:14][CH:13]=[CH:12][C:9]=1[C:10]#[N:11].[F:17][C:18]([F:37])([F:36])[S:19](N(C1C=CC=CC=1)[S:19]([C:18]([F:37])([F:36])[F:17])(=[O:21])=[O:20])(=[O:21])=[O:20]. Product: [F:17][C:18]([F:37])([F:36])[S:19]([O:16][C:15]1[CH:14]=[CH:13][CH:12]=[C:9]([C:10]#[N:11])[C:8]=1[Cl:7])(=[O:21])=[O:20]. The catalyst class is: 1. (3) Reactant: Br[C:2]1[CH:3]=[CH:4][C:5]2[O:14][CH2:13][CH2:12][N:11]3[C:7](=[N:8][C:9]([C:15]4[N:16]([CH:21]([CH3:23])[CH3:22])[N:17]=[C:18]([CH3:20])[N:19]=4)=[CH:10]3)[C:6]=2[CH:24]=1.[CH:25]([N:28]1[CH2:33][CH2:32][CH:31]([SH:34])[CH2:30][CH2:29]1)([CH3:27])[CH3:26].CC1(C)C2C(=C(P(C3C=CC=CC=3)C3C=CC=CC=3)C=CC=2)OC2C(P(C3C=CC=CC=3)C3C=CC=CC=3)=CC=CC1=2.CCN(C(C)C)C(C)C. Product: [CH:21]([N:16]1[C:15]([C:9]2[N:8]=[C:7]3[N:11]([CH2:12][CH2:13][O:14][C:5]4[CH:4]=[CH:3][C:2]([S:34][CH:31]5[CH2:32][CH2:33][N:28]([CH:25]([CH3:27])[CH3:26])[CH2:29][CH2:30]5)=[CH:24][C:6]=43)[CH:10]=2)=[N:19][C:18]([CH3:20])=[N:17]1)([CH3:23])[CH3:22]. The catalyst class is: 62. (4) Reactant: [OH-].[Na+].[NH:3]1[C:7]2[CH:8]=[CH:9][CH:10]=[CH:11][C:6]=2[N:5]=[C:4]1[NH:12][CH2:13][CH2:14][CH2:15][C:16]([O:18]CC)=[O:17]. Product: [NH:3]1[C:7]2[CH:8]=[CH:9][CH:10]=[CH:11][C:6]=2[N:5]=[C:4]1[NH:12][CH2:13][CH2:14][CH2:15][C:16]([OH:18])=[O:17]. The catalyst class is: 486. (5) Reactant: [CH3:1][O:2][C:3]1[CH:8]=[CH:7][C:6]([S:9](Cl)(=[O:11])=[O:10])=[CH:5][CH:4]=1.Cl.[CH2:14]([O:21][NH2:22])[C:15]1[CH:20]=[CH:19][CH:18]=[CH:17][CH:16]=1.C(N(C(C)C)CC)(C)C.S(Cl)(Cl)(=O)=O. Product: [CH2:14]([O:21][NH:22][S:9]([C:6]1[CH:7]=[CH:8][C:3]([O:2][CH3:1])=[CH:4][CH:5]=1)(=[O:11])=[O:10])[C:15]1[CH:20]=[CH:19][CH:18]=[CH:17][CH:16]=1. The catalyst class is: 1. (6) Reactant: [F:1][C:2]1[CH:7]=[CH:6][C:5]([OH:8])=[CH:4][CH:3]=1.F[C:10]1[CH:28]=[C:27]([C:29]([F:32])([F:31])[F:30])[CH:26]=[C:25]([C:33]([F:36])([F:35])[F:34])[C:11]=1[C:12]([NH:14][C:15]1[CH:24]=[CH:23][C:18]([C:19]([O:21][CH3:22])=[O:20])=[CH:17][CH:16]=1)=[O:13].C([O-])([O-])=O.[K+].[K+]. Product: [F:1][C:2]1[CH:7]=[CH:6][C:5]([O:8][C:10]2[CH:28]=[C:27]([C:29]([F:32])([F:31])[F:30])[CH:26]=[C:25]([C:33]([F:34])([F:35])[F:36])[C:11]=2[C:12]([NH:14][C:15]2[CH:16]=[CH:17][C:18]([C:19]([O:21][CH3:22])=[O:20])=[CH:23][CH:24]=2)=[O:13])=[CH:4][CH:3]=1. The catalyst class is: 3.